The task is: Predict the product of the given reaction.. This data is from Forward reaction prediction with 1.9M reactions from USPTO patents (1976-2016). (1) Given the reactants [CH3:1][C:2]1[C:7]([C:8]([OH:10])=[O:9])=[CH:6][N:5]=[CH:4][CH:3]=1, predict the reaction product. The product is: [CH3:1][CH:2]1[CH2:3][CH2:4][NH:5][CH2:6][CH:7]1[C:8]([OH:10])=[O:9]. (2) Given the reactants [Br:1][C:2]1[CH:3]=[C:4]([C:16]([O:18]CC)=[O:17])[C:5]2[C:10]([CH2:11][CH3:12])=[N:9][N:8]([CH:13]([CH3:15])[CH3:14])[C:6]=2[N:7]=1.[OH-].[Na+], predict the reaction product. The product is: [Br:1][C:2]1[CH:3]=[C:4]([C:16]([OH:18])=[O:17])[C:5]2[C:10]([CH2:11][CH3:12])=[N:9][N:8]([CH:13]([CH3:15])[CH3:14])[C:6]=2[N:7]=1. (3) Given the reactants [CH3:1][N:2]1[CH2:28][CH2:27][C:5]2[N:6]([CH2:14][CH:15](OS(C)(=O)=O)[C:16]3[CH:21]=[CH:20][N:19]=[CH:18][CH:17]=3)[C:7]3[CH:8]=[CH:9][C:10]([CH3:13])=[CH:11][C:12]=3[C:4]=2[CH2:3]1.[CH2:29]([NH2:31])[CH3:30], predict the reaction product. The product is: [CH3:1][N:2]1[CH2:28][CH2:27][C:5]2[N:6]([CH2:14][CH:15]([NH:31][CH2:29][CH3:30])[C:16]3[CH:21]=[CH:20][N:19]=[CH:18][CH:17]=3)[C:7]3[CH:8]=[CH:9][C:10]([CH3:13])=[CH:11][C:12]=3[C:4]=2[CH2:3]1. (4) Given the reactants [C:1]([C:3]1[CH:4]=[C:5](F)[CH:6]=[CH:7][C:8]=1[C:9]([F:12])([F:11])[F:10])#[N:2].[OH:14][C:15]1[CH:20]=[CH:19][C:18]([B:21]([OH:23])[OH:22])=[CH:17][CH:16]=1.C([O-])([O-])=O.[K+].[K+].CN(C=O)C.O, predict the reaction product. The product is: [C:1]([C:3]1[CH:4]=[C:5]([CH:6]=[CH:7][C:8]=1[C:9]([F:12])([F:11])[F:10])[O:14][C:15]1[CH:20]=[CH:19][C:18]([B:21]([OH:23])[OH:22])=[CH:17][CH:16]=1)#[N:2]. (5) Given the reactants [H-].[Na+].[CH3:3][N:4]1[C:8]([C:9]2[CH:14]=[CH:13][N:12]=[CH:11][CH:10]=2)=[C:7]([C:15]2[CH:20]=[CH:19][CH:18]=[CH:17][CH:16]=2)[N:6]=[C:5]1[CH2:21][OH:22].Cl[CH2:24][P:25](=[O:32])([O:29][CH2:30][CH3:31])[O:26][CH2:27][CH3:28], predict the reaction product. The product is: [CH3:3][N:4]1[C:8]([C:9]2[CH:10]=[CH:11][N:12]=[CH:13][CH:14]=2)=[C:7]([C:15]2[CH:20]=[CH:19][CH:18]=[CH:17][CH:16]=2)[N:6]=[C:5]1[CH2:21][O:22][CH2:24][P:25](=[O:32])([O:29][CH2:30][CH3:31])[O:26][CH2:27][CH3:28].